This data is from Catalyst prediction with 721,799 reactions and 888 catalyst types from USPTO. The task is: Predict which catalyst facilitates the given reaction. Reactant: C1C(N2C(=O)COCC2)=CC=C(N2C(=O)O[C@@H](CNC(C3SC(Cl)=CC=3)=O)C2)C=1.[NH2:30][C:31]1[CH:36]=[CH:35][C:34]([N:37]2[CH2:42][CH2:41][O:40][CH2:39][C:38]2=[O:43])=[CH:33][CH:32]=1.[O:44]1[CH2:46][C@@H:45]1[CH2:47][N:48]1[C:56](=[O:57])[C:55]2[C:50](=[CH:51][CH:52]=[CH:53][CH:54]=2)[C:49]1=[O:58].C(O)C. Product: [OH:44][C@H:45]([CH2:46][NH:30][C:31]1[CH:32]=[CH:33][C:34]([N:37]2[CH2:42][CH2:41][O:40][CH2:39][C:38]2=[O:43])=[CH:35][CH:36]=1)[CH2:47][N:48]1[C:49](=[O:58])[C:50]2[C:55](=[CH:54][CH:53]=[CH:52][CH:51]=2)[C:56]1=[O:57]. The catalyst class is: 6.